From a dataset of Forward reaction prediction with 1.9M reactions from USPTO patents (1976-2016). Predict the product of the given reaction. (1) Given the reactants [CH3:1][O:2][C:3]([C:5]1[CH:24]=[CH:23][C:8]([CH2:9][CH:10]([C:17]([O:19][CH2:20][CH:21]=[CH2:22])=[O:18])[C:11]([O:13][CH2:14][CH:15]=[CH2:16])=[O:12])=[CH:7][CH:6]=1)=[O:4].C(=O)([O-])[O-].[Cs+].[Cs+].Br[CH2:32][CH2:33][C:34]1[CH:43]=[CH:42][C:37]([C:38]([O:40][CH3:41])=[O:39])=[CH:36][CH:35]=1, predict the reaction product. The product is: [CH3:1][O:2][C:3]([C:5]1[CH:6]=[CH:7][C:8]([CH2:9][C:10]([CH2:32][CH2:33][C:34]2[CH:43]=[CH:42][C:37]([C:38]([O:40][CH3:41])=[O:39])=[CH:36][CH:35]=2)([C:17]([O:19][CH2:20][CH:21]=[CH2:22])=[O:18])[C:11]([O:13][CH2:14][CH:15]=[CH2:16])=[O:12])=[CH:23][CH:24]=1)=[O:4]. (2) Given the reactants Cl.[NH:2]([C:4]1[CH:9]=[CH:8][C:7]([S:10]([CH3:13])(=[O:12])=[O:11])=[CH:6][N:5]=1)[NH2:3].C(O)(C(F)(F)F)=O.[F:21][CH:22]([F:34])[C:23](=O)[CH2:24][C:25]([CH:27]1[CH2:32][CH2:31][CH2:30][CH2:29][CH2:28]1)=O, predict the reaction product. The product is: [CH:27]1([C:25]2[N:2]([C:4]3[CH:9]=[CH:8][C:7]([S:10]([CH3:13])(=[O:11])=[O:12])=[CH:6][N:5]=3)[N:3]=[C:23]([CH:22]([F:21])[F:34])[CH:24]=2)[CH2:32][CH2:31][CH2:30][CH2:29][CH2:28]1. (3) Given the reactants C([O-])(=O)C.[O:5]=[C:6]1[C@@H:9]([NH3+:10])[CH2:8][NH:7]1.CCN(C(C)C)C(C)C.[C:20]1([CH2:26][CH2:27][CH2:28][CH2:29][CH2:30][O:31][C:32](N2C=CC=CC2=O)=[O:33])[CH:25]=[CH:24][CH:23]=[CH:22][CH:21]=1, predict the reaction product. The product is: [C:20]1([CH2:26][CH2:27][CH2:28][CH2:29][CH2:30][O:31][C:32](=[O:33])[NH:10][C@H:9]2[CH2:8][NH:7][C:6]2=[O:5])[CH:25]=[CH:24][CH:23]=[CH:22][CH:21]=1.